From a dataset of Forward reaction prediction with 1.9M reactions from USPTO patents (1976-2016). Predict the product of the given reaction. (1) Given the reactants [CH:1]1([N:7]([CH2:17][CH:18]2[CH2:20][CH2:19]2)[C:8]2[N:13]=[CH:12][N:11]=[C:10]([C:14]([OH:16])=O)[CH:9]=2)[CH2:6][CH2:5][CH2:4][CH2:3][CH2:2]1.[NH2:21][C:22]1[CH:27]=[CH:26][C:25]([S:28]([NH2:31])(=[O:30])=[O:29])=[CH:24][C:23]=1[CH3:32], predict the reaction product. The product is: [NH2:31][S:28]([C:25]1[CH:26]=[CH:27][C:22]([NH:21][C:14]([C:10]2[CH:9]=[C:8]([N:7]([CH:1]3[CH2:2][CH2:3][CH2:4][CH2:5][CH2:6]3)[CH2:17][CH:18]3[CH2:20][CH2:19]3)[N:13]=[CH:12][N:11]=2)=[O:16])=[C:23]([CH3:32])[CH:24]=1)(=[O:29])=[O:30]. (2) Given the reactants Br[CH2:2][CH2:3][CH2:4][CH2:5][CH2:6][CH2:7][C:8]([O:10][CH2:11][CH3:12])=[O:9].[CH3:13][N:14]([CH3:19])[CH2:15][CH2:16][NH:17][CH3:18], predict the reaction product. The product is: [CH3:13][N:14]([CH3:19])[CH2:15][CH2:16][N:17]([CH3:18])[CH2:2][CH2:3][CH2:4][CH2:5][CH2:6][CH2:7][C:8]([O:10][CH2:11][CH3:12])=[O:9]. (3) Given the reactants O=[CH:2]C(=C)C.N.[Al].[P].[B].[N:10]1[CH:15]=[C:14]([CH3:16])[CH:13]=[C:12]([CH3:17])[CH:11]=1, predict the reaction product. The product is: [N:10]1[CH:15]=[C:14]([CH3:16])[CH:13]=[C:12]([CH3:17])[C:11]=1[CH3:2]. (4) Given the reactants [OH:1][CH2:2][C:3]1[CH:4]=[C:5]([CH:26]=[CH:27][C:28]=1[CH2:29][OH:30])[CH2:6][NH:7][C:8]1[CH:9]=[CH:10][C:11]([CH3:25])=[C:12]([C:14]2[CH:19]=[CH:18][C:17]([C:20](=[O:23])[CH2:21][CH3:22])=[CH:16][C:15]=2[CH3:24])[CH:13]=1.[CH2:31]([Mg]Br)[CH3:32], predict the reaction product. The product is: [CH2:21]([C:20]([C:17]1[CH:18]=[CH:19][C:14]([C:12]2[C:11]([CH3:25])=[CH:10][CH:9]=[C:8]([NH:7][CH2:6][C:5]3[CH:26]=[CH:27][C:28]([CH2:29][OH:30])=[C:3]([CH2:2][OH:1])[CH:4]=3)[CH:13]=2)=[C:15]([CH3:24])[CH:16]=1)([OH:23])[CH2:31][CH3:32])[CH3:22]. (5) Given the reactants [F:1][C:2]1[CH:3]=[C:4]([NH:26][C:27]2[CH:32]=[CH:31][C:30]([I:33])=[CH:29][C:28]=2[F:34])[C:5]([N+:23]([O-])=O)=[C:6]([CH:22]=1)[O:7][C:8]1[CH:9]=[C:10]([NH:14][C:15](=[O:21])[O:16][C:17]([CH3:20])([CH3:19])[CH3:18])[CH:11]=[CH:12][CH:13]=1.S(S([O-])=O)([O-])=O.[Na+].[Na+], predict the reaction product. The product is: [NH2:23][C:5]1[C:4]([NH:26][C:27]2[CH:32]=[CH:31][C:30]([I:33])=[CH:29][C:28]=2[F:34])=[CH:3][C:2]([F:1])=[CH:22][C:6]=1[O:7][C:8]1[CH:9]=[C:10]([NH:14][C:15](=[O:21])[O:16][C:17]([CH3:20])([CH3:19])[CH3:18])[CH:11]=[CH:12][CH:13]=1. (6) Given the reactants [CH:1]12[CH2:10][CH:5]3[CH2:6][CH:7]([CH2:9][CH:3]([CH2:4]3)[CH:2]1[NH:11][C:12]([N:14]1[CH2:19][CH2:18][C:17]3([C:27]4[C:22](=[CH:23][CH:24]=[CH:25][CH:26]=4)[C:21]([C:28]([OH:30])=[O:29])=[CH:20]3)[CH2:16][CH2:15]1)=[O:13])[CH2:8]2.[CH2:31](O)[CH3:32], predict the reaction product. The product is: [CH:1]12[CH2:10][CH:5]3[CH2:6][CH:7]([CH2:9][CH:3]([CH2:4]3)[CH:2]1[NH:11][C:12]([N:14]1[CH2:15][CH2:16][C:17]3([C:27]4[C:22](=[CH:23][CH:24]=[CH:25][CH:26]=4)[C:21]([C:28]([O:30][CH2:31][CH3:32])=[O:29])=[CH:20]3)[CH2:18][CH2:19]1)=[O:13])[CH2:8]2. (7) Given the reactants [C:1]([O:5][C:6]([O:8][C@@H:9]1[C@@H:13]([CH2:14][O:15][C:16]([O:18][C:19]([CH3:22])([CH3:21])[CH3:20])=[O:17])[O:12][C@@H:11]([N:23]2[CH:28]=[C:27]([C:29]3[N:30]=[N:31][N:32]([CH2:34][CH2:35]O)[CH:33]=3)[C:26](=[O:37])[N:25]([C:38]([O:40][C:41]([CH3:44])([CH3:43])[CH3:42])=[O:39])[C:24]2=[O:45])[CH2:10]1)=[O:7])([CH3:4])([CH3:3])[CH3:2].COCCN(S(F)(F)[F:56])CCOC.C([O-])(O)=O.[Na+], predict the reaction product. The product is: [C:1]([O:5][C:6]([O:8][C@@H:9]1[C@@H:13]([CH2:14][O:15][C:16]([O:18][C:19]([CH3:22])([CH3:21])[CH3:20])=[O:17])[O:12][C@@H:11]([N:23]2[CH:28]=[C:27]([C:29]3[N:30]=[N:31][N:32]([CH2:34][CH2:35][F:56])[CH:33]=3)[C:26](=[O:37])[N:25]([C:38]([O:40][C:41]([CH3:44])([CH3:43])[CH3:42])=[O:39])[C:24]2=[O:45])[CH2:10]1)=[O:7])([CH3:4])([CH3:3])[CH3:2]. (8) Given the reactants Cl[C:2]1[CH:7]=[CH:6][N:5]=[C:4]([C:8]2[N:12]3[CH:13]=[C:14]([F:17])[CH:15]=[CH:16][C:11]3=[N:10][CH:9]=2)[N:3]=1.Cl.[CH3:19][O:20][C:21]([C@@H:23]1[CH2:27][CH2:26][CH2:25][NH:24]1)=[O:22].C(N(CC)CC)C, predict the reaction product. The product is: [F:17][C:14]1[CH:15]=[CH:16][C:11]2[N:12]([C:8]([C:4]3[N:3]=[C:2]([N:24]4[CH2:25][CH2:26][CH2:27][C@H:23]4[C:21]([O:20][CH3:19])=[O:22])[CH:7]=[CH:6][N:5]=3)=[CH:9][N:10]=2)[CH:13]=1.